From a dataset of Forward reaction prediction with 1.9M reactions from USPTO patents (1976-2016). Predict the product of the given reaction. (1) Given the reactants Br[C:2]1[CH:3]=[C:4]2[C:8](=[CH:9][CH:10]=1)[C:7](=[O:11])[N:6]([CH:12]([CH3:15])[CH2:13][OH:14])[CH2:5]2.[CH3:16][C:17]1([CH3:33])[C:21]([CH3:23])([CH3:22])[O:20][B:19]([B:19]2[O:20][C:21]([CH3:23])([CH3:22])[C:17]([CH3:33])([CH3:16])[O:18]2)[O:18]1, predict the reaction product. The product is: [OH:14][CH2:13][CH:12]([N:6]1[CH2:5][C:4]2[C:8](=[CH:9][CH:10]=[C:2]([B:19]3[O:20][C:21]([CH3:23])([CH3:22])[C:17]([CH3:33])([CH3:16])[O:18]3)[CH:3]=2)[C:7]1=[O:11])[CH3:15]. (2) Given the reactants [Cl:1][C:2]1[CH:7]=[CH:6][C:5]([CH2:8][C:9]([NH:11][C:12]2[CH:13]=[C:14]([C:18]([C:20]3[C:28]4[CH:27]=[N:26][CH:25]=[N:24][C:23]=4[N:22]([CH:29]([CH3:33])[C:30](O)=[O:31])[CH:21]=3)=[O:19])[CH:15]=[N:16][CH:17]=2)=[O:10])=[CH:4][CH:3]=1.[CH3:34][NH2:35], predict the reaction product. The product is: [Cl:1][C:2]1[CH:7]=[CH:6][C:5]([CH2:8][C:9]([NH:11][C:12]2[CH:13]=[C:14]([C:18]([C:20]3[C:28]4[CH:27]=[N:26][CH:25]=[N:24][C:23]=4[N:22]([CH:29]([CH3:33])[C:30]([NH:35][CH3:34])=[O:31])[CH:21]=3)=[O:19])[CH:15]=[N:16][CH:17]=2)=[O:10])=[CH:4][CH:3]=1. (3) Given the reactants [CH2:1]([O:3][C:4]1[CH:9]=[CH:8][C:7]([S:10]([N:13]([CH2:21][C:22]([O:24]C)=O)[C:14]2[CH:19]=[CH:18][C:17]([CH3:20])=[CH:16][CH:15]=2)(=[O:12])=[O:11])=[CH:6][CH:5]=1)[CH3:2].O.[NH2:27][NH2:28], predict the reaction product. The product is: [CH2:1]([O:3][C:4]1[CH:9]=[CH:8][C:7]([S:10]([N:13]([CH2:21][C:22]([NH:27][NH2:28])=[O:24])[C:14]2[CH:19]=[CH:18][C:17]([CH3:20])=[CH:16][CH:15]=2)(=[O:12])=[O:11])=[CH:6][CH:5]=1)[CH3:2]. (4) Given the reactants C([O-])(=O)C.[NH4+:5].[CH3:6][O:7][C:8](=[O:35])[CH2:9][CH:10]([NH:20][C:21]([C@@H:23]1[CH2:27][CH2:26][CH2:25][N:24]1[C:28]([O:30][C:31]([CH3:34])([CH3:33])[CH3:32])=[O:29])=O)[C:11]([C:13]1[CH:18]=[CH:17][C:16]([Br:19])=[CH:15][CH:14]=1)=O, predict the reaction product. The product is: [Br:19][C:16]1[CH:17]=[CH:18][C:13]([C:11]2[N:5]=[C:21]([C@@H:23]3[CH2:27][CH2:26][CH2:25][N:24]3[C:28]([O:30][C:31]([CH3:34])([CH3:33])[CH3:32])=[O:29])[NH:20][C:10]=2[CH2:9][C:8]([O:7][CH3:6])=[O:35])=[CH:14][CH:15]=1. (5) Given the reactants C(OC([N:8]1[CH2:12][CH2:11][CH:10]([N:13]([CH2:20][C:21]2[CH:26]=[CH:25][C:24]([Cl:27])=[CH:23][CH:22]=2)[CH2:14][C:15](=[O:19])[NH:16][CH2:17][CH3:18])[CH2:9]1)=O)(C)(C)C.FC(F)(F)C(O)=O, predict the reaction product. The product is: [Cl:27][C:24]1[CH:25]=[CH:26][C:21]([CH2:20][N:13]([CH:10]2[CH2:11][CH2:12][NH:8][CH2:9]2)[CH2:14][C:15]([NH:16][CH2:17][CH3:18])=[O:19])=[CH:22][CH:23]=1.